From a dataset of Catalyst prediction with 721,799 reactions and 888 catalyst types from USPTO. Predict which catalyst facilitates the given reaction. Reactant: ClC1C([CH:8]([C:20]2[CH:21]=[C:22]3[C:27](=[CH:28][CH:29]=2)[N:26]=[CH:25][C:24]([C:30]2[CH:35]=[CH:34][CH:33]=[CH:32][CH:31]=2)=[N:23]3)[N:9]2[C:17](=O)C3C(=CC=CC=3)C2=O)=NC=CN=1.NN.[CH2:38]([Cl:40])Cl. Product: [Cl:40][C:38]1[C:17]([NH:9][CH2:8][C:20]2[CH:21]=[C:22]3[C:27](=[CH:28][CH:29]=2)[N:26]=[CH:25][C:24]([C:30]2[CH:31]=[CH:32][CH:33]=[CH:34][CH:35]=2)=[N:23]3)=[N:23][CH:22]=[CH:27][N:26]=1. The catalyst class is: 14.